This data is from Full USPTO retrosynthesis dataset with 1.9M reactions from patents (1976-2016). The task is: Predict the reactants needed to synthesize the given product. (1) The reactants are: [NH:1]1[CH2:6][CH2:5][C:4]([C:7]2[CH:12]=[CH:11][C:10]([N:13]3[CH2:17][C@H:16]([CH2:18][NH:19][C:20](=[O:22])[CH3:21])[O:15][C:14]3=[O:23])=[CH:9][CH:8]=2)=[CH:3][CH2:2]1.[C:24]([CH:28]1[CH2:33][CH2:32][CH:31]([C:34](O)=[O:35])[CH2:30][CH2:29]1)([CH3:27])([CH3:26])[CH3:25]. Given the product [C:24]([CH:28]1[CH2:29][CH2:30][CH:31]([C:34]([N:1]2[CH2:6][CH2:5][C:4]([C:7]3[CH:12]=[CH:11][C:10]([N:13]4[CH2:17][C@H:16]([CH2:18][NH:19][C:20](=[O:22])[CH3:21])[O:15][C:14]4=[O:23])=[CH:9][CH:8]=3)=[CH:3][CH2:2]2)=[O:35])[CH2:32][CH2:33]1)([CH3:27])([CH3:25])[CH3:26], predict the reactants needed to synthesize it. (2) Given the product [Cl:16][C:11]1[CH:10]=[C:9]([CH:14]=[CH:13][C:12]=1[Cl:15])[O:8][C:5]1[N:6]=[CH:7][C:2]([C:39]([N:34]2[CH2:33][CH2:32][N:31]([CH:28]([CH3:29])[CH3:30])[CH2:36][CH2:35]2)=[O:40])=[CH:3][CH:4]=1, predict the reactants needed to synthesize it. The reactants are: Br[C:2]1[CH:3]=[CH:4][C:5]([O:8][C:9]2[CH:14]=[CH:13][C:12]([Cl:15])=[C:11]([Cl:16])[CH:10]=2)=[N:6][CH:7]=1.N12CCCN=C1CCCCC2.[CH:28]1([N:31]2[CH2:36][CH2:35][NH:34][CH2:33][CH2:32]2)[CH2:30][CH2:29]1.C1C[O:40][CH2:39]C1. (3) Given the product [CH3:22][O:23][C:24](=[O:35])[C:25]1[CH:26]=[CH:27][C:28]([O:31][CH2:32][CH2:33][NH:34][C:17]([C:15]2[O:16][C:12]3[CH:11]=[CH:10][C:9]([O:8][CH2:7][CH2:6][N:1]4[CH2:2][CH2:3][CH2:4][CH2:5]4)=[CH:20][C:13]=3[CH:14]=2)=[O:19])=[CH:29][CH:30]=1, predict the reactants needed to synthesize it. The reactants are: [N:1]1([CH2:6][CH2:7][O:8][C:9]2[CH:10]=[CH:11][C:12]3[O:16][C:15]([C:17]([OH:19])=O)=[CH:14][C:13]=3[CH:20]=2)[CH2:5][CH2:4][CH2:3][CH2:2]1.Cl.[CH3:22][O:23][C:24](=[O:35])[C:25]1[CH:30]=[CH:29][C:28]([O:31][CH2:32][CH2:33][NH2:34])=[CH:27][CH:26]=1.C(N(C(C)C)CC)(C)C.F[P-](F)(F)(F)(F)F.N1(OC(N(C)C)=[N+](C)C)C2N=CC=CC=2N=N1. (4) Given the product [C:1]([C:3]1[CH:47]=[CH:46][C:6]2[NH:7][C:8]([C:10]([C:18]3[C:26]([O:27][CH3:28])=[CH:25][C:24]([CH3:29])=[C:23]4[C:19]=3[CH:20]=[CH:21][NH:22]4)([CH3:17])[CH2:11][CH2:12][C:13]([O:15][CH3:16])=[O:14])=[N:9][C:5]=2[CH:4]=1)#[N:2], predict the reactants needed to synthesize it. The reactants are: [C:1]([C:3]1[CH:47]=[CH:46][C:6]2[N:7](COCC[Si](C)(C)C)[C:8]([C:10]([C:18]3[C:26]([O:27][CH3:28])=[CH:25][C:24]([CH3:29])=[C:23]4[C:19]=3[CH:20]=[CH:21][N:22]4COCC[Si](C)(C)C)([CH3:17])[CH2:11][CH2:12][C:13]([O:15][CH3:16])=[O:14])=[N:9][C:5]=2[CH:4]=1)#[N:2].C(C1C=CC2N=C(C(C3C(OC)=CC(C)=C4C=3C=CN4COCC[Si](C)(C)C)(C)CCC(OC)=O)N(COCC[Si](C)(C)C)C=2C=1)#N.Cl. (5) Given the product [CH3:1][O:2][C:3]([C:5]1[CH:6]=[C:7]2[C:11](=[CH:12][CH:13]=1)[N:10]([CH2:14][C:15]1[CH:20]=[C:19]([O:21][CH2:42][CH:43]([CH3:45])[CH3:44])[CH:18]=[CH:17][C:16]=1[Cl:22])[N:9]=[CH:8]2)=[O:4], predict the reactants needed to synthesize it. The reactants are: [CH3:1][O:2][C:3]([C:5]1[CH:6]=[C:7]2[C:11](=[CH:12][CH:13]=1)[N:10]([CH2:14][C:15]1[CH:20]=[C:19]([OH:21])[CH:18]=[CH:17][C:16]=1[Cl:22])[N:9]=[CH:8]2)=[O:4].C1(P(C2C=CC=CC=2)C2C=CC=CC=2)C=CC=CC=1.[CH3:42][C:43](OC(/N=N/C(O[C:43]([CH3:45])([CH3:44])[CH3:42])=O)=O)([CH3:45])[CH3:44].CC(C)CO. (6) The reactants are: [CH3:1][CH:2]1[O:6][C:5](=[O:7])[N:4]([CH2:8][C:9]2[CH:14]=[CH:13][CH:12]=[CH:11][C:10]=2[N+:15]([O-:17])=[O:16])[C:3]1=[O:18].[BH4-].[Li+].[Cl-].[NH4+]. Given the product [OH:18][CH:3]1[CH:2]([CH3:1])[O:6][C:5](=[O:7])[N:4]1[CH2:8][C:9]1[CH:14]=[CH:13][CH:12]=[CH:11][C:10]=1[N+:15]([O-:17])=[O:16], predict the reactants needed to synthesize it. (7) Given the product [O:27]=[C:19]1[CH2:18][CH2:23][CH2:22][N:24]1[C:2]1[CH:7]=[CH:6][C:5]([C:8]2([C:11]([O:13][C:14]([CH3:17])([CH3:16])[CH3:15])=[O:12])[CH2:10][CH2:9]2)=[CH:4][CH:3]=1, predict the reactants needed to synthesize it. The reactants are: Br[C:2]1[CH:7]=[CH:6][C:5]([C:8]2([C:11]([O:13][C:14]([CH3:17])([CH3:16])[CH3:15])=[O:12])[CH2:10][CH2:9]2)=[CH:4][CH:3]=1.[C@@H:18]1(N)[CH2:23][CH2:22]CC[C@H:19]1[NH2:24].C(=O)([O-])[O-:27].[K+].[K+].C1(C)C=CC=CC=1. (8) Given the product [CH:7]([C:10]1[CH:14]=[CH:13][N:12]([CH2:15][C:16]([O:18][CH3:1])=[O:17])[CH:11]=1)([CH3:9])[CH3:8], predict the reactants needed to synthesize it. The reactants are: [C:1](=O)([O-])[O-].[K+].[K+].[CH:7]([C:10]1[CH:14]=[CH:13][N:12]([CH2:15][C:16]([OH:18])=[O:17])[CH:11]=1)([CH3:9])[CH3:8].CI. (9) Given the product [C:1]([C:3]1[CH:4]=[CH:5][C:6]([C:7]([NH:9][NH:10][C:13]([N:20]2[CH2:21][CH:38]3[CH2:39][CH:23]([CH2:43][N:36]([CH2:35][CH2:34][CH2:33][C:28](=[O:29])[CH2:25][CH2:26][CH3:27])[CH2:37]3)[CH2:24]2)=[O:14])=[O:8])=[CH:11][CH:12]=1)#[N:2], predict the reactants needed to synthesize it. The reactants are: [C:1]([C:3]1[CH:12]=[CH:11][C:6]([C:7]([NH:9][NH2:10])=[O:8])=[CH:5][CH:4]=1)#[N:2].[C:13]([N:20]1[CH:24]=[CH:23]N=[CH:21]1)(N1C=CN=C1)=[O:14].[CH2:25]([C:28]1([CH2:33][CH2:34][CH2:35][N:36]2[CH2:43]C3C[CH:38]([CH2:39]NC3)[CH2:37]2)OCC[O:29]1)[CH2:26][CH3:27].